Predict the reactants needed to synthesize the given product. From a dataset of Full USPTO retrosynthesis dataset with 1.9M reactions from patents (1976-2016). (1) Given the product [N+:1]([C:4]1[CH:9]=[C:8]([CH2:19][C:18]([OH:21])=[O:20])[CH:7]=[CH:6][CH:5]=1)([O-:3])=[O:2], predict the reactants needed to synthesize it. The reactants are: [N+:1]([C:4]1[CH:5]=[C:6](CC#N)[CH:7]=[CH:8][CH:9]=1)([O-:3])=[O:2].S(=O)(=O)(O)O.[C:18]([OH:21])(=[O:20])[CH3:19]. (2) Given the product [C:1]([O:4][CH2:5][C:6]([CH3:43])([CH3:44])[CH2:7][N:8]1[C:14]2[CH:15]=[CH:16][C:17]([Cl:19])=[CH:18][C:13]=2[C@@H:12]([C:20]2[CH:25]=[CH:24][CH:23]=[C:22]([O:26][CH3:27])[C:21]=2[O:28][CH3:29])[O:11][C@H:10]([CH2:30][C:31]2[S:33][C:34]([C:35]([O:37][CH3:38])=[O:36])=[C:39]([CH3:40])[N:49]=2)[C:9]1=[O:42])(=[O:3])[CH3:2], predict the reactants needed to synthesize it. The reactants are: [C:1]([O:4][CH2:5][C:6]([CH3:44])([CH3:43])[CH2:7][N:8]1[C:14]2[CH:15]=[CH:16][C:17]([Cl:19])=[CH:18][C:13]=2[C@@H:12]([C:20]2[CH:25]=[CH:24][CH:23]=[C:22]([O:26][CH3:27])[C:21]=2[O:28][CH3:29])[O:11][C@H:10]([CH2:30][C:31]([S:33][CH:34]([C:39](=O)[CH3:40])[C:35]([O:37][CH3:38])=[O:36])=O)[C:9]1=[O:42])(=[O:3])[CH3:2].C([O-])(=O)C.[NH4+:49].CCCCCC.C(OCC)(=O)C. (3) Given the product [OH:34][CH:22]1[CH:21]([C:18]2[CH:17]=[CH:16][C:15]([N:13]3[CH:14]=[C:10]([C:3]4[C:4]5[C:9](=[CH:8][CH:7]=[CH:6][CH:5]=5)[NH:1][N:2]=4)[N:11]=[N:12]3)=[CH:20][CH:19]=2)[CH2:26][CH2:25][N:24]([C:27]([O:29][C:30]([CH3:33])([CH3:32])[CH3:31])=[O:28])[CH2:23]1, predict the reactants needed to synthesize it. The reactants are: [NH:1]1[C:9]2[C:4](=[CH:5][CH:6]=[CH:7][CH:8]=2)[C:3]([C:10]2[N:11]=[N:12][N:13]([C:15]3[CH:20]=[CH:19][C:18]([C:21]4[CH2:22][CH2:23][N:24]([C:27]([O:29][C:30]([CH3:33])([CH3:32])[CH3:31])=[O:28])[CH2:25][CH:26]=4)=[CH:17][CH:16]=3)[CH:14]=2)=[N:2]1.[OH-:34].[Na+].OO. (4) Given the product [Cl:1][C:2]1[CH:19]=[C:18]([O:20][CH2:21][CH2:22][CH2:23][CH2:24][CH3:25])[CH:17]=[CH:16][C:3]=1[CH2:4][N:5]1[C:9]2[CH:10]=[C:11]([O:14][CH2:30][C:31]3[CH:36]=[CH:35][CH:34]=[CH:33][C:32]=3[C:28]([OH:37])=[O:29])[CH:12]=[CH:13][C:8]=2[N:7]=[C:6]1[CH3:15], predict the reactants needed to synthesize it. The reactants are: [Cl:1][C:2]1[CH:19]=[C:18]([O:20][CH2:21][CH2:22][CH2:23][CH2:24][CH3:25])[CH:17]=[CH:16][C:3]=1[CH2:4][N:5]1[C:9]2[CH:10]=[C:11]([OH:14])[CH:12]=[CH:13][C:8]=2[N:7]=[C:6]1[CH3:15].[H-].[Na+].[C:28]1(=[O:37])[C:32]2[CH:33]=[CH:34][CH:35]=[CH:36][C:31]=2[CH2:30][O:29]1.Cl. (5) Given the product [CH3:25][N:26]([CH3:31])[CH2:27][CH2:28][CH2:29][NH:30][C:2]1[CH:3]=[C:4]([C:11]([CH3:24])([CH3:23])[C:12]([N:14]([CH2:19][CH:20]([CH3:22])[CH3:21])[CH2:15][CH:16]([CH3:18])[CH3:17])=[O:13])[CH:5]=[CH:6][C:7]=1[N+:8]([O-:10])=[O:9], predict the reactants needed to synthesize it. The reactants are: Cl[C:2]1[CH:3]=[C:4]([C:11]([CH3:24])([CH3:23])[C:12]([N:14]([CH2:19][CH:20]([CH3:22])[CH3:21])[CH2:15][CH:16]([CH3:18])[CH3:17])=[O:13])[CH:5]=[CH:6][C:7]=1[N+:8]([O-:10])=[O:9].[CH3:25][N:26]([CH3:31])[CH2:27][CH2:28][CH2:29][NH2:30].C(=O)([O-])[O-].[K+].[K+]. (6) The reactants are: [C:1]1([C:26]2[CH:31]=[CH:30][CH:29]=[CH:28][CH:27]=2)[CH:6]=[CH:5][C:4]([C:7]2[O:8][C:9]([CH3:25])=[C:10]([CH2:12][CH2:13][O:14]S(C3C=CC(C)=CC=3)(=O)=O)[N:11]=2)=[CH:3][CH:2]=1.C([O:34][C:35](=[O:57])[C:36]([CH3:56])([O:45][C:46]1[CH:51]=[CH:50][C:49]([C:52]([CH3:55])([CH3:54])[CH3:53])=[CH:48][CH:47]=1)[CH2:37][C:38]1[CH:43]=[CH:42][C:41](O)=[CH:40][CH:39]=1)C. Given the product [C:1]1([C:26]2[CH:31]=[CH:30][CH:29]=[CH:28][CH:27]=2)[CH:2]=[CH:3][C:4]([C:7]2[O:8][C:9]([CH3:25])=[C:10]([CH2:12][CH2:13][O:14][C:41]3[CH:40]=[CH:39][C:38]([CH2:37][C:36]([CH3:56])([O:45][C:46]4[CH:51]=[CH:50][C:49]([C:52]([CH3:55])([CH3:54])[CH3:53])=[CH:48][CH:47]=4)[C:35]([OH:57])=[O:34])=[CH:43][CH:42]=3)[N:11]=2)=[CH:5][CH:6]=1, predict the reactants needed to synthesize it. (7) Given the product [Cl:17][C:12]1[CH:13]=[CH:14][CH:15]=[CH:16][C:11]=1[CH2:10][NH:9][C:5]1[N:6]=[C:7]([F:8])[C:2]([CH:30]=[O:31])=[CH:3][CH:4]=1, predict the reactants needed to synthesize it. The reactants are: Br[C:2]1[CH:3]=[CH:4][C:5]([NH:9][CH2:10][C:11]2[CH:16]=[CH:15][CH:14]=[CH:13][C:12]=2[Cl:17])=[N:6][C:7]=1[F:8].C([Mg]Cl)(C)C.C([Li])(C)(C)C.CN(C)[CH:30]=[O:31]. (8) Given the product [CH2:14]([O:1][C:2]1[CH:7]=[CH:6][CH:5]=[CH:4][C:3]=1[CH2:8][C:9]([OH:11])=[O:10])[C:15]1[CH:20]=[CH:19][CH:18]=[CH:17][CH:16]=1, predict the reactants needed to synthesize it. The reactants are: [OH:1][C:2]1[CH:7]=[CH:6][CH:5]=[CH:4][C:3]=1[CH2:8][C:9]([OH:11])=[O:10].[OH-].[Na+].[CH2:14](Br)[C:15]1[CH:20]=[CH:19][CH:18]=[CH:17][CH:16]=1. (9) Given the product [C:1]([O:5][C:6](=[O:17])[N:7]([C:9]1[CH:10]=[N:11][C:12]([N:21]2[CH2:22][C@H:23]([OH:25])[CH2:24][C@H:20]2[CH2:19][OH:18])=[CH:13][C:14]=1[I:15])[CH3:8])([CH3:4])([CH3:3])[CH3:2], predict the reactants needed to synthesize it. The reactants are: [C:1]([O:5][C:6](=[O:17])[N:7]([C:9]1[CH:10]=[N:11][C:12](Cl)=[CH:13][C:14]=1[I:15])[CH3:8])([CH3:4])([CH3:3])[CH3:2].[OH:18][CH2:19][C@@H:20]1[CH2:24][C@@H:23]([OH:25])[CH2:22][NH:21]1. (10) Given the product [C:6]([O:5][CH2:4][CH2:3][O:2][CH2:14][Cl:1])(=[O:13])[C:7]1[CH:12]=[CH:11][CH:10]=[CH:9][CH:8]=1, predict the reactants needed to synthesize it. The reactants are: [ClH:1].[OH:2][CH2:3][CH2:4][O:5][C:6](=[O:13])[C:7]1[CH:12]=[CH:11][CH:10]=[CH:9][CH:8]=1.[CH2:14]=O.